From a dataset of NCI-60 drug combinations with 297,098 pairs across 59 cell lines. Regression. Given two drug SMILES strings and cell line genomic features, predict the synergy score measuring deviation from expected non-interaction effect. (1) Drug 1: CN1CCC(CC1)COC2=C(C=C3C(=C2)N=CN=C3NC4=C(C=C(C=C4)Br)F)OC. Drug 2: CC12CCC(CC1=CCC3C2CCC4(C3CC=C4C5=CN=CC=C5)C)O. Cell line: SR. Synergy scores: CSS=23.4, Synergy_ZIP=-7.69, Synergy_Bliss=-3.22, Synergy_Loewe=-6.83, Synergy_HSA=-4.23. (2) Drug 1: C1CCN(CC1)CCOC2=CC=C(C=C2)C(=O)C3=C(SC4=C3C=CC(=C4)O)C5=CC=C(C=C5)O. Drug 2: C1CN(P(=O)(OC1)NCCCl)CCCl. Cell line: MDA-MB-435. Synergy scores: CSS=-14.3, Synergy_ZIP=5.60, Synergy_Bliss=1.85, Synergy_Loewe=-7.65, Synergy_HSA=-6.34.